This data is from Reaction yield outcomes from USPTO patents with 853,638 reactions. The task is: Predict the reaction yield, written as a fraction of the theoretical maximum amount of product (1.0 means a 100% yield; for example, 0.34 means a 34% yield). (1) The reactants are [Cl:1][C:2]1[CH:7]=[CH:6][C:5]([C:8]2[C:12]([CH2:13][O:14][C:15]3[CH:23]=[CH:22][C:18]([C:19]([OH:21])=O)=[CH:17][N:16]=3)=[CH:11][O:10][N:9]=2)=[CH:4][CH:3]=1.[CH3:24][CH:25]([NH2:30])[C:26]([F:29])([F:28])[F:27]. No catalyst specified. The product is [Cl:1][C:2]1[CH:3]=[CH:4][C:5]([C:8]2[C:12]([CH2:13][O:14][C:15]3[CH:23]=[CH:22][C:18]([C:19]([NH:30][C@@H:25]([CH3:24])[C:26]([F:29])([F:28])[F:27])=[O:21])=[CH:17][N:16]=3)=[CH:11][O:10][N:9]=2)=[CH:6][CH:7]=1. The yield is 0.980. (2) The reactants are [CH3:1][C:2]([O:37]C(=O)C)([CH3:36])[C:3]([N:5]1[CH2:8][CH:7]([CH2:9][C:10]2[N:11]([CH3:35])[C:12]3[C:17]([N:18]=2)=[C:16]([N:19]2[CH2:24][CH2:23][O:22][CH2:21][CH2:20]2)[N:15]=[C:14]([N:25]2[C:29]4[CH:30]=[CH:31][CH:32]=[CH:33][C:28]=4[N:27]=[C:26]2[CH3:34])[N:13]=3)[CH2:6]1)=[O:4].[Li+].[OH-]. The catalyst is C1COCC1.CO. The product is [OH:37][C:2]([CH3:36])([CH3:1])[C:3]([N:5]1[CH2:8][CH:7]([CH2:9][C:10]2[N:11]([CH3:35])[C:12]3[C:17]([N:18]=2)=[C:16]([N:19]2[CH2:24][CH2:23][O:22][CH2:21][CH2:20]2)[N:15]=[C:14]([N:25]2[C:29]4[CH:30]=[CH:31][CH:32]=[CH:33][C:28]=4[N:27]=[C:26]2[CH3:34])[N:13]=3)[CH2:6]1)=[O:4]. The yield is 0.770. (3) The reactants are F[C:2]1[N:7]2[CH:8]=[C:9]([CH2:11][N:12]([CH3:23])[CH:13]3[C:22]4[N:21]=[CH:20][CH:19]=[CH:18][C:17]=4[CH2:16][CH2:15][CH2:14]3)[N:10]=[C:6]2[CH:5]=[CH:4][CH:3]=1.[CH3:24][N:25]1[CH2:30][CH2:29][NH:28][CH2:27][CH2:26]1. No catalyst specified. The product is [CH3:23][N:12]([CH2:11][C:9]1[N:10]=[C:6]2[CH:5]=[CH:4][CH:3]=[C:2]([N:28]3[CH2:29][CH2:30][N:25]([CH3:24])[CH2:26][CH2:27]3)[N:7]2[CH:8]=1)[CH:13]1[C:22]2[N:21]=[CH:20][CH:19]=[CH:18][C:17]=2[CH2:16][CH2:15][CH2:14]1. The yield is 0.670. (4) The reactants are Cl[C:2]1[O:3][C:4]2[CH:10]=[CH:9][CH:8]=[CH:7][C:5]=2[N:6]=1.[CH2:11]([O:13][C:14](=[O:24])[CH2:15][C:16]1[CH:21]=[CH:20][C:19]([NH2:22])=[C:18]([Cl:23])[CH:17]=1)[CH3:12].O. The catalyst is C1(C)C(C)=CC=CC=1. The product is [CH2:11]([O:13][C:14](=[O:24])[CH2:15][C:16]1[CH:21]=[CH:20][C:19]([NH:22][C:2]2[O:3][C:4]3[CH:10]=[CH:9][CH:8]=[CH:7][C:5]=3[N:6]=2)=[C:18]([Cl:23])[CH:17]=1)[CH3:12]. The yield is 0.790. (5) The reactants are [CH3:1][O:2][C:3]1[N:4]=[CH:5][C:6]2[N:11]=[C:10]([N:12]=[C:13](SC)SC)[S:9][C:7]=2[N:8]=1.Cl.Cl.[NH2:20][CH2:21][C@@:22]1([OH:30])[CH:27]2[CH2:28][CH2:29][N:24]([CH2:25][CH2:26]2)[CH2:23]1.C(=O)([O-])[O-].[Cs+].[Cs+].O. The catalyst is CN(C=O)C. The product is [CH3:1][O:2][C:3]1[N:4]=[CH:5][C:6]2[N:11]=[C:10]([NH:12][C:13]3[O:30][C@:22]4([CH2:21][N:20]=3)[CH:27]3[CH2:28][CH2:29][N:24]([CH2:25][CH2:26]3)[CH2:23]4)[S:9][C:7]=2[N:8]=1. The yield is 0.640. (6) The reactants are F[C:2]1[CH:7]=[CH:6][C:5]([N+:8]([O-:10])=[O:9])=[CH:4][CH:3]=1.[CH3:11][N:12]1[CH2:18][CH2:17][CH2:16][NH:15][CH2:14][CH2:13]1.C([O-])([O-])=O.[Cs+].[Cs+]. The catalyst is CN(C=O)C.C(Cl)Cl. The product is [N+:8]([C:5]1[CH:6]=[CH:7][C:2]([N:15]2[CH2:16][CH2:17][CH2:18][N:12]([CH3:11])[CH2:13][CH2:14]2)=[CH:3][CH:4]=1)([O-:10])=[O:9]. The yield is 1.00. (7) The reactants are O.[OH-].[Li+].C([O:7][C@@H:8]([C:10]1[N:11]=[N:12][N:13]([C:15]2[CH:20]=[CH:19][CH:18]=[C:17]([CH3:21])[CH:16]=2)[N:14]=1)[CH3:9])(=O)C. The catalyst is O1CCCC1.O. The product is [CH3:21][C:17]1[CH:16]=[C:15]([N:13]2[N:12]=[N:11][C:10]([C@H:8]([OH:7])[CH3:9])=[N:14]2)[CH:20]=[CH:19][CH:18]=1. The yield is 0.990.